Dataset: Catalyst prediction with 721,799 reactions and 888 catalyst types from USPTO. Task: Predict which catalyst facilitates the given reaction. (1) Reactant: [Cl:1][C:2]1[CH:7]=[CH:6][CH:5]=[CH:4][C:3]=1[N:8]([CH3:27])[C:9]([C:11]1[S:26][C:14]2[C:15]3[CH:23]=[C:22]([C:24]#[N:25])[CH:21]=[CH:20][C:16]=3[O:17][CH2:18][CH2:19][C:13]=2[CH:12]=1)=[O:10].C([O-])([O-])=[O:29].[K+].[K+].OO. Product: [Cl:1][C:2]1[CH:7]=[CH:6][CH:5]=[CH:4][C:3]=1[N:8]([CH3:27])[C:9]([C:11]1[S:26][C:14]2[C:15]3[CH:23]=[C:22]([C:24]([NH2:25])=[O:29])[CH:21]=[CH:20][C:16]=3[O:17][CH2:18][CH2:19][C:13]=2[CH:12]=1)=[O:10]. The catalyst class is: 16. (2) Reactant: [CH3:1][O:2][C:3]1[CH:4]=[C:5]2[C:10](=[C:11]([N:13]3[CH2:19][CH2:18][CH2:17][N:16]([CH3:20])[CH2:15][CH2:14]3)[CH:12]=1)[NH:9][C:8]([C:21]([OH:23])=O)=[CH:7][C:6]2=[O:24].C(N(C(C)C)CC)(C)C.CN(C(ON1N=NC2C=CC=CC1=2)=[N+](C)C)C.[B-](F)(F)(F)F.C1C=CC2N(O)N=NC=2C=1.[O:66]1[CH2:71][CH2:70][N:69]([C:72]2[CH:78]=[CH:77][C:75]([NH2:76])=[CH:74][CH:73]=2)[CH2:68][CH2:67]1. Product: [N:69]1([C:72]2[CH:73]=[CH:74][C:75]([NH:76][C:21]([C:8]3[NH:9][C:10]4[C:5]([C:6](=[O:24])[CH:7]=3)=[CH:4][C:3]([O:2][CH3:1])=[CH:12][C:11]=4[N:13]3[CH2:19][CH2:18][CH2:17][N:16]([CH3:20])[CH2:15][CH2:14]3)=[O:23])=[CH:77][CH:78]=2)[CH2:68][CH2:67][O:66][CH2:71][CH2:70]1. The catalyst class is: 405. (3) The catalyst class is: 99. Product: [CH2:1]([O:3][C:4](=[O:28])[CH2:5][CH2:6][C:7]1[CH:11]=[C:10]([C:12]2[CH:17]=[CH:16][CH:15]=[CH:14][CH:13]=2)[N:9]([C:18]2[CH:19]=[CH:20][C:21]([S:24]([CH3:27])(=[O:26])=[O:25])=[CH:22][CH:23]=2)[N:8]=1)[CH3:2]. Reactant: [CH2:1]([O:3][C:4](=[O:28])/[CH:5]=[CH:6]/[C:7]1[CH:11]=[C:10]([C:12]2[CH:17]=[CH:16][CH:15]=[CH:14][CH:13]=2)[N:9]([C:18]2[CH:23]=[CH:22][C:21]([S:24]([CH3:27])(=[O:26])=[O:25])=[CH:20][CH:19]=2)[N:8]=1)[CH3:2]. (4) Reactant: [Cl:1][C:2]1[CH:3]=[C:4]([N:9]([CH2:23][C:24]2[CH:29]=[CH:28][C:27]([O:30][CH3:31])=[C:26]([O:32][CH3:33])[CH:25]=2)[C:10]2[C:19]3[C:14](=[CH:15][C:16]([O:21][CH3:22])=[C:17]([NH2:20])[CH:18]=3)[N:13]=[CH:12][N:11]=2)[CH:5]=[CH:6][C:7]=1[F:8].O=[C:35]1[CH2:40][CH2:39][N:38]([C:41]([O:43][C:44]([CH3:47])([CH3:46])[CH3:45])=[O:42])[CH2:37][CH2:36]1.C(O[BH-](OC(=O)C)OC(=O)C)(=O)C.[Na+].O. Product: [Cl:1][C:2]1[CH:3]=[C:4]([N:9]([CH2:23][C:24]2[CH:29]=[CH:28][C:27]([O:30][CH3:31])=[C:26]([O:32][CH3:33])[CH:25]=2)[C:10]2[C:19]3[C:14](=[CH:15][C:16]([O:21][CH3:22])=[C:17]([NH:20][CH:35]4[CH2:40][CH2:39][N:38]([C:41]([O:43][C:44]([CH3:47])([CH3:46])[CH3:45])=[O:42])[CH2:37][CH2:36]4)[CH:18]=3)[N:13]=[CH:12][N:11]=2)[CH:5]=[CH:6][C:7]=1[F:8]. The catalyst class is: 15. (5) Reactant: [F:1][C:2]1[CH:3]=[C:4]([NH:10][C:11]2[N:26]=[CH:25][CH:24]=[CH:23][C:12]=2[C:13]([NH:15][C:16]2[CH:21]=[CH:20][C:19]([F:22])=[CH:18][CH:17]=2)=[O:14])[CH:5]=[CH:6][C:7]=1[O:8]C.B(Br)(Br)Br. Product: [F:1][C:2]1[CH:3]=[C:4]([NH:10][C:11]2[N:26]=[CH:25][CH:24]=[CH:23][C:12]=2[C:13]([NH:15][C:16]2[CH:21]=[CH:20][C:19]([F:22])=[CH:18][CH:17]=2)=[O:14])[CH:5]=[CH:6][C:7]=1[OH:8]. The catalyst class is: 4. (6) Reactant: S(Cl)(Cl)=O.[NH2:5][CH:6]1[CH2:11][CH2:10][CH:9]([C:12]([OH:14])=[O:13])[CH2:8][CH2:7]1.[C:15](=O)(O)[O-].[Na+]. Product: [NH2:5][CH:6]1[CH2:11][CH2:10][CH:9]([C:12]([O:14][CH3:15])=[O:13])[CH2:8][CH2:7]1. The catalyst class is: 5. (7) Reactant: [F:1][C:2]1[CH:3]=[C:4]([CH:7]=[CH:8][C:9]=1[OH:10])[CH:5]=[O:6].[Br:11]Br.O. Product: [Br:11][C:8]1[CH:7]=[C:4]([CH:3]=[C:2]([F:1])[C:9]=1[OH:10])[CH:5]=[O:6]. The catalyst class is: 676. (8) Reactant: [CH2:1]([N:8]([C@H:18]1[CH2:22][O:21][C@@H:20]2[C@@H:23]([CH:26]=[O:27])[CH2:24][O:25][C@H:19]12)[C:9]([NH:11][CH:12]1[CH2:17][CH2:16][CH2:15][CH2:14][CH2:13]1)=[O:10])[C:2]1[CH:7]=[CH:6][CH:5]=[CH:4][CH:3]=1.[BH4-].[Na+]. Product: [CH2:1]([N:8]([C@H:18]1[CH2:22][O:21][C@@H:20]2[C@@H:23]([CH2:26][OH:27])[CH2:24][O:25][C@H:19]12)[C:9]([NH:11][CH:12]1[CH2:17][CH2:16][CH2:15][CH2:14][CH2:13]1)=[O:10])[C:2]1[CH:7]=[CH:6][CH:5]=[CH:4][CH:3]=1. The catalyst class is: 8. (9) Reactant: [Br:1][C:2]1[CH:3]=[C:4]([O:20][C:21]2[CH:26]=[CH:25][CH:24]=[CH:23][CH:22]=2)[C:5]([NH:8][C:9]2[S:10][CH:11]=[C:12]([CH2:14][CH2:15][C:16](OC)=[O:17])[N:13]=2)=[N:6][CH:7]=1.O.[NH2:28][NH2:29]. Product: [Br:1][C:2]1[CH:3]=[C:4]([O:20][C:21]2[CH:26]=[CH:25][CH:24]=[CH:23][CH:22]=2)[C:5]([NH:8][C:9]2[S:10][CH:11]=[C:12]([CH2:14][CH2:15][C:16]([NH:28][NH2:29])=[O:17])[N:13]=2)=[N:6][CH:7]=1. The catalyst class is: 14. (10) Reactant: [C:1]([N:4]1[C:8]2[CH:9]=[CH:10][CH:11]=[CH:12][C:7]=2[NH:6][C:5]1=[O:13])([CH3:3])=[CH2:2].C1(P(C2C=CC=CC=2)C2C=CC=CC=2)C=CC=CC=1.[CH3:33][N:34]1[C:42]2[C:37](=[CH:38][CH:39]=[CH:40][C:41]=2[CH2:43]O)[CH:36]=[C:35]1[CH3:45].N(C(OC(C)C)=O)=NC(OC(C)C)=O. Product: [CH3:33][N:34]1[C:42]2[C:37](=[CH:38][CH:39]=[CH:40][C:41]=2[CH2:43][N:6]2[C:7]3[CH:12]=[CH:11][CH:10]=[CH:9][C:8]=3[N:4]([C:1]([CH3:3])=[CH2:2])[C:5]2=[O:13])[CH:36]=[C:35]1[CH3:45]. The catalyst class is: 1.